This data is from Full USPTO retrosynthesis dataset with 1.9M reactions from patents (1976-2016). The task is: Predict the reactants needed to synthesize the given product. (1) Given the product [CH2:4]1[C:5](=[O:20])[C:6]2[C:15](=[C:14]([OH:16])[C:13]3[C:8]([C:7]=2[OH:19])=[C:9]([OH:22])[CH:10]=[CH:11][C:12]=3[OH:17])[C:2](=[O:27])[CH2:3]1, predict the reactants needed to synthesize it. The reactants are: N[C:2]1[C:15]2[C:14](=[O:16])[C:13]3[C:8](=[C:9](N)[CH:10]=[CH:11][C:12]=3[OH:17])[C:7](=[O:19])[C:6]=2[C:5]([OH:20])=[CH:4][CH:3]=1.S([O-])(O)=[O:22].[Na+].Cl.[OH-:27].[Na+]. (2) Given the product [C:1]([C:9]1[CH:10]=[N:11][C:12]2[C:17]([C:18]=1[C:19]1[CH:20]=[C:21]([CH:24]=[CH:25][CH:26]=1)[CH2:22][NH:41][C:38]1[CH:37]=[CH:36][C:35]([C:34]([OH:33])=[O:42])=[CH:40][CH:39]=1)=[CH:16][CH:15]=[CH:14][C:13]=2[C:27]([F:30])([F:29])[F:28])(=[O:8])[C:2]1[CH:3]=[CH:4][CH:5]=[CH:6][CH:7]=1, predict the reactants needed to synthesize it. The reactants are: [C:1]([C:9]1[CH:10]=[N:11][C:12]2[C:17]([C:18]=1[C:19]1[CH:20]=[C:21]([CH:24]=[CH:25][CH:26]=1)[CH:22]=O)=[CH:16][CH:15]=[CH:14][C:13]=2[C:27]([F:30])([F:29])[F:28])(=[O:8])[C:2]1[CH:7]=[CH:6][CH:5]=[CH:4][CH:3]=1.C([O:33][C:34](=[O:42])[C:35]1[CH:40]=[CH:39][C:38]([NH2:41])=[CH:37][CH:36]=1)C. (3) The reactants are: [C:1]12([C:11]3[CH:12]=[C:13](Br)[C:14]4[O:18][C:17]([CH3:19])=[N:16][C:15]=4[CH:20]=3)[CH2:10][CH:5]3[CH2:6][CH:7]([CH2:9][CH:3]([CH2:4]3)[CH2:2]1)[CH2:8]2.B(O)(O)[C:23]1[CH:28]=[CH:27][C:26]([CH:29]=[O:30])=[CH:25][CH:24]=1.C(=O)([O-])[O-].[Na+].[Na+]. Given the product [C:1]12([C:11]3[CH:12]=[C:13]([C:23]4[CH:28]=[CH:27][C:26]([CH:29]=[O:30])=[CH:25][CH:24]=4)[C:14]4[O:18][C:17]([CH3:19])=[N:16][C:15]=4[CH:20]=3)[CH2:10][CH:5]3[CH2:6][CH:7]([CH2:9][CH:3]([CH2:4]3)[CH2:2]1)[CH2:8]2, predict the reactants needed to synthesize it.